This data is from Forward reaction prediction with 1.9M reactions from USPTO patents (1976-2016). The task is: Predict the product of the given reaction. Given the reactants [Cl:1][C:2]1[CH:3]=[N:4][C:5]([CH2:11][O:12][C:13]2[CH:18]=[CH:17][C:16]([F:19])=[CH:15][CH:14]=2)=[C:6]([CH:10]=1)[C:7]([OH:9])=O.Cl.[NH2:21][C@H:22]([C:24]1[CH:33]=[CH:32][C:27]([C:28]([O:30][CH3:31])=[O:29])=[CH:26][CH:25]=1)[CH3:23], predict the reaction product. The product is: [Cl:1][C:2]1[CH:10]=[C:6]([C:7]([NH:21][C@H:22]([C:24]2[CH:33]=[CH:32][C:27]([C:28]([O:30][CH3:31])=[O:29])=[CH:26][CH:25]=2)[CH3:23])=[O:9])[C:5]([CH2:11][O:12][C:13]2[CH:18]=[CH:17][C:16]([F:19])=[CH:15][CH:14]=2)=[N:4][CH:3]=1.